Predict the product of the given reaction. From a dataset of Forward reaction prediction with 1.9M reactions from USPTO patents (1976-2016). (1) Given the reactants [C:1]1([N:7]2[C:11]([NH:12][C@H:13]([C:18]([OH:20])=O)[CH2:14][CH:15]([CH3:17])[CH3:16])=[N:10][N:9]=[N:8]2)[CH:6]=[CH:5][CH:4]=[CH:3][CH:2]=1.Cl.[NH2:22][CH2:23][C:24]#[N:25].C1CN([P+](ON2N=NC3C=CC=CC2=3)(N2CCCC2)N2CCCC2)CC1.F[P-](F)(F)(F)(F)F.C(N(CC)CC)C, predict the reaction product. The product is: [C:23]([CH2:24][NH:25][C:18](=[O:20])[C@H:13]([CH2:14][CH:15]([CH3:16])[CH3:17])[NH:12][C:11]1[N:7]([C:1]2[CH:2]=[CH:3][CH:4]=[CH:5][CH:6]=2)[N:8]=[N:9][N:10]=1)#[N:22]. (2) Given the reactants [CH3:1][C:2]([NH:4][CH2:5][CH2:6][C:7]1[C:12]2[CH:13]=[C:14]([O:17][CH3:18])[CH:15]=[CH:16][C:11]=2[CH:10]=[CH:9][CH:8]=1)=[O:3].[C:19]1([S:25]([OH:28])(=[O:27])=[O:26])[CH:24]=[CH:23][CH:22]=[CH:21][CH:20]=1.C1(C)C=CC=CC=1, predict the reaction product. The product is: [CH3:1][C:2]([NH:4][CH2:5][CH2:6][C:7]1[C:12]2[CH:13]=[C:14]([O:17][CH3:18])[CH:15]=[CH:16][C:11]=2[CH:10]=[CH:9][CH:8]=1)=[O:3].[C:19]1([S:25]([OH:28])(=[O:27])=[O:26])[CH:24]=[CH:23][CH:22]=[CH:21][CH:20]=1. (3) Given the reactants [OH:1][B:2]1[C:6]2[CH:7]=[CH:8][C:9]([O:11][C:12]3[C:19]([O:20]COC)=[CH:18][C:15]([C:16]#[N:17])=[CH:14][N:13]=3)=[CH:10][C:5]=2[CH2:4][O:3]1.Cl.CCOCC, predict the reaction product. The product is: [OH:20][C:19]1[C:12]([O:11][C:9]2[CH:8]=[CH:7][C:6]3[B:2]([OH:1])[O:3][CH2:4][C:5]=3[CH:10]=2)=[N:13][CH:14]=[C:15]([CH:18]=1)[C:16]#[N:17]. (4) Given the reactants O.[C:2]([C@:10]([C:25]([OH:27])=[O:26])([OH:24])[C@:11]([C:16](=[O:23])[C:17]1[CH:22]=[CH:21][CH:20]=[CH:19][CH:18]=1)([OH:15])[C:12]([OH:14])=[O:13])(=[O:9])[C:3]1[CH:8]=[CH:7][CH:6]=[CH:5][CH:4]=1.[O:28]=[C:29]([N:43]1[CH2:48][CH2:47][N:46]2[C:49]([C:52]([F:55])([F:54])[F:53])=[N:50][N:51]=[C:45]2[CH2:44]1)[CH2:30][CH:31]([NH2:42])[CH2:32][C:33]1[CH:38]=[C:37]([F:39])[C:36]([F:40])=[CH:35][C:34]=1[F:41].C([O-])(O)=O.[Na+], predict the reaction product. The product is: [C:16]([C@:11]([C:12]([OH:14])=[O:13])([OH:15])[C@:10]([C:2](=[O:9])[C:3]1[CH:8]=[CH:7][CH:6]=[CH:5][CH:4]=1)([OH:24])[C:25]([OH:27])=[O:26])(=[O:23])[C:17]1[CH:22]=[CH:21][CH:20]=[CH:19][CH:18]=1.[O:28]=[C:29]([N:43]1[CH2:48][CH2:47][N:46]2[C:49]([C:52]([F:55])([F:54])[F:53])=[N:50][N:51]=[C:45]2[CH2:44]1)[CH2:30][CH:31]([NH2:42])[CH2:32][C:33]1[CH:38]=[C:37]([F:39])[C:36]([F:40])=[CH:35][C:34]=1[F:41].[O:28]=[C:29]([N:43]1[CH2:48][CH2:47][N:46]2[C:49]([C:52]([F:55])([F:54])[F:53])=[N:50][N:51]=[C:45]2[CH2:44]1)[CH2:30][C@H:31]([NH2:42])[CH2:32][C:33]1[CH:38]=[C:37]([F:39])[C:36]([F:40])=[CH:35][C:34]=1[F:41]. (5) Given the reactants [F:1][C:2]1[CH:3]=[C:4]([OH:14])[CH:5]=[C:6]([F:13])[C:7]=1[O:8][C:9]([F:12])([F:11])[F:10].[C:15](=O)([O-])[O-].[K+].[K+].CI, predict the reaction product. The product is: [F:1][C:2]1[CH:3]=[C:4]([O:14][CH3:15])[CH:5]=[C:6]([F:13])[C:7]=1[O:8][C:9]([F:11])([F:12])[F:10]. (6) Given the reactants [C:1]([NH:5][C:6]1[N:11]=[C:10]([NH:12][C:13]2[CH:18]=[CH:17][N:16]=[C:15]([C:19]([F:22])([F:21])[F:20])[CH:14]=2)[N:9]=[C:8]([C:23]2[C:28]([F:29])=[CH:27][CH:26]=[C:25](F)[N:24]=2)[N:7]=1)([CH3:4])([CH3:3])[CH3:2].[NH3:31].CCO, predict the reaction product. The product is: [NH2:31][C:25]1[N:24]=[C:23]([C:8]2[N:7]=[C:6]([NH:5][C:1]([CH3:3])([CH3:2])[CH3:4])[N:11]=[C:10]([NH:12][C:13]3[CH:18]=[CH:17][N:16]=[C:15]([C:19]([F:20])([F:22])[F:21])[CH:14]=3)[N:9]=2)[C:28]([F:29])=[CH:27][CH:26]=1. (7) Given the reactants [Cl:1][C:2]1[CH:3]=[C:4]([C:8]2[C:9](=[O:23])[N:10]([CH2:18][CH:19]3[CH2:22][CH2:21][CH2:20]3)[C:11]3[CH2:12][CH2:13][NH:14][CH2:15][C:16]=3[CH:17]=2)[CH:5]=[CH:6][CH:7]=1.CCN(C(C)C)C(C)C.[CH3:33][S:34](Cl)(=[O:36])=[O:35], predict the reaction product. The product is: [Cl:1][C:2]1[CH:3]=[C:4]([C:8]2[C:9](=[O:23])[N:10]([CH2:18][CH:19]3[CH2:22][CH2:21][CH2:20]3)[C:11]3[CH2:12][CH2:13][N:14]([S:34]([CH3:33])(=[O:36])=[O:35])[CH2:15][C:16]=3[CH:17]=2)[CH:5]=[CH:6][CH:7]=1. (8) Given the reactants Cl[C:2]1[N:3]([CH2:10][C@@:11]([CH3:32])([OH:31])[CH2:12][N:13]2[CH2:18][CH2:17][CH:16]([O:19][CH2:20][C:21]3[CH:26]=[CH:25][C:24]([C:27]([F:30])([F:29])[F:28])=[CH:23][CH:22]=3)[CH2:15][CH2:14]2)[CH:4]=[C:5]([N+:7]([O-:9])=[O:8])[N:6]=1.[H-].[Na+].O, predict the reaction product. The product is: [CH3:32][C@@:11]1([CH2:12][N:13]2[CH2:18][CH2:17][CH:16]([O:19][CH2:20][C:21]3[CH:26]=[CH:25][C:24]([C:27]([F:30])([F:29])[F:28])=[CH:23][CH:22]=3)[CH2:15][CH2:14]2)[O:31][C:2]2=[N:6][C:5]([N+:7]([O-:9])=[O:8])=[CH:4][N:3]2[CH2:10]1.